Dataset: Full USPTO retrosynthesis dataset with 1.9M reactions from patents (1976-2016). Task: Predict the reactants needed to synthesize the given product. Given the product [CH3:1][O:2][CH2:3][C@@H:4]1[CH2:8][N:7]([C:43](=[O:44])[C@@H:42]([NH:41][C:39](=[O:40])[O:38][CH3:37])[CH:46]2[CH2:51][CH2:50][O:49][CH2:48][CH2:47]2)[C@H:6]([C:16]2[NH:17][C:18]([C:21]3[CH:26]=[CH:25][C:24]([B:27]4[O:28][C:29]([CH3:34])([CH3:35])[C:30]([CH3:32])([CH3:33])[O:31]4)=[CH:23][CH:22]=3)=[CH:19][N:20]=2)[CH2:5]1, predict the reactants needed to synthesize it. The reactants are: [CH3:1][O:2][CH2:3][C@@H:4]1[CH2:8][N:7](C(OC(C)(C)C)=O)[C@H:6]([C:16]2[NH:17][C:18]([C:21]3[CH:26]=[CH:25][C:24]([B:27]4[O:31][C:30]([CH3:33])([CH3:32])[C:29]([CH3:35])([CH3:34])[O:28]4)=[CH:23][CH:22]=3)=[CH:19][N:20]=2)[CH2:5]1.Cl.[CH3:37][O:38][C:39]([NH:41][C@@H:42]([CH:46]1[CH2:51][CH2:50][O:49][CH2:48][CH2:47]1)[C:43](O)=[O:44])=[O:40].CN(C(ON1N=NC2C=CC=NC1=2)=[N+](C)C)C.F[P-](F)(F)(F)(F)F.CCN(C(C)C)C(C)C.